Dataset: Catalyst prediction with 721,799 reactions and 888 catalyst types from USPTO. Task: Predict which catalyst facilitates the given reaction. (1) Reactant: [CH3:1][C:2]([NH:6][C:7](=[O:20])[NH:8][C:9]1[CH:18]=[CH:17][C:12]([C:13]([O:15][CH3:16])=[O:14])=[CH:11][C:10]=1[CH3:19])([CH3:5])[CH2:3]O.[K].CC(C)([O-])C.C1(C)C=CC(S(O)(=O)=O)=CC=1.Cl. Product: [CH3:1][C:2]1([CH3:5])[CH2:3][N:8]([C:9]2[CH:18]=[CH:17][C:12]([C:13]([O:15][CH3:16])=[O:14])=[CH:11][C:10]=2[CH3:19])[C:7](=[O:20])[NH:6]1. The catalyst class is: 20. (2) Reactant: O[N:2]1[C:6]2C=[CH:8][CH:9]=[CH:10][C:5]=2N=N1.Cl.CN(C)CCCN=C=NCC.Cl.[CH2:24]([N:26]1[CH2:31][CH2:30][NH:29][CH2:28][C:27]1=[O:32])[CH3:25].[CH3:33][C:34]1[CH:35]=[CH:36][C:37]([C:40]2(C3C=NC=CC=3)[NH:44][NH:43][C:42]([C:45]([OH:47])=O)=[CH:41]2)=[N:38][CH:39]=1. Product: [CH3:33][C:34]1[CH:35]=[CH:36][C:37]([C:40]2[N:44]([C:5]3[CH:6]=[N:2][CH:8]=[CH:9][CH:10]=3)[N:43]=[C:42]([C:45]([N:29]3[CH2:30][CH2:31][N:26]([CH2:24][CH3:25])[C:27](=[O:32])[CH2:28]3)=[O:47])[CH:41]=2)=[N:38][CH:39]=1. The catalyst class is: 289. (3) Reactant: [CH3:1][O:2][C:3]1[CH:4]=[C:5]([C:11]2[CH2:16][C:15]([CH3:18])([CH3:17])[C:14](=[O:19])[N:13]([CH:20]3[CH2:25][CH2:24][N:23]([C:26](=[O:44])[CH2:27][C@H:28]([NH:36]C(=O)OC(C)(C)C)[CH2:29][C:30]4[CH:35]=[CH:34][CH:33]=[CH:32][CH:31]=4)[CH2:22][CH2:21]3)[N:12]=2)[CH:6]=[CH:7][C:8]=1[O:9][CH3:10].FC(F)(F)C(O)=O.C(=O)(O)[O-].[Na+]. Product: [NH2:36][C@H:28]([CH2:29][C:30]1[CH:35]=[CH:34][CH:33]=[CH:32][CH:31]=1)[CH2:27][C:26]([N:23]1[CH2:24][CH2:25][CH:20]([N:13]2[C:14](=[O:19])[C:15]([CH3:18])([CH3:17])[CH2:16][C:11]([C:5]3[CH:6]=[CH:7][C:8]([O:9][CH3:10])=[C:3]([O:2][CH3:1])[CH:4]=3)=[N:12]2)[CH2:21][CH2:22]1)=[O:44]. The catalyst class is: 2. (4) Reactant: Cl[CH2:2][C:3]([NH:5][C:6]1[CH:23]=[CH:22][C:9]2[N:10]=[C:11]([NH:14][CH2:15][C:16]3[O:17][C:18]([CH3:21])=[CH:19][CH:20]=3)[O:12][CH2:13][C:8]=2[CH:7]=1)=[O:4].[NH:24]1[CH2:29][CH2:28][O:27][CH2:26][CH2:25]1. Product: [CH3:21][C:18]1[O:17][C:16]([CH2:15][NH:14][C:11]2[O:12][CH2:13][C:8]3[CH:7]=[C:6]([NH:5][C:3](=[O:4])[CH2:2][N:24]4[CH2:29][CH2:28][O:27][CH2:26][CH2:25]4)[CH:23]=[CH:22][C:9]=3[N:10]=2)=[CH:20][CH:19]=1. The catalyst class is: 10. (5) Reactant: [CH3:1][C@H:2]1[CH2:7][CH2:6][CH2:5][N:4]([C:8]([O:10][C:11]([CH3:14])([CH3:13])[CH3:12])=[O:9])[CH2:3]1.CN(CCN(C)C)C.[Li]C(CC)C.CN([CH:31]=[O:32])C. Product: [CH:31]([C@@H:5]1[CH2:6][CH2:7][C@H:2]([CH3:1])[CH2:3][N:4]1[C:8]([O:10][C:11]([CH3:13])([CH3:12])[CH3:14])=[O:9])=[O:32]. The catalyst class is: 28.